From a dataset of Full USPTO retrosynthesis dataset with 1.9M reactions from patents (1976-2016). Predict the reactants needed to synthesize the given product. (1) Given the product [Cl:30][C:8]1[CH:9]=[C:10]2[C:5]([C:4](=[O:14])[NH:3][N:2]2[CH2:24][C:23]2[CH:26]=[CH:27][CH:28]=[CH:29][C:22]=2[Cl:21])=[CH:6][C:7]=1[N+:11]([O-:13])=[O:12], predict the reactants needed to synthesize it. The reactants are: Cl[N:2]1[C:10]2[C:5](=[CH:6][C:7]([N+:11]([O-:13])=[O:12])=[CH:8][CH:9]=2)[C:4](=[O:14])[NH:3]1.C([O-])([O-])=O.[K+].[K+].[Cl:21][C:22]1[CH:29]=[CH:28][CH:27]=[CH:26][C:23]=1[CH2:24]Br.[ClH:30]. (2) Given the product [CH:1]([C:4]1[CH:5]=[CH:6][C:7]2[N+:11]([O-:13])=[N:14][C:15]([NH2:16])=[N:9][C:8]=2[CH:10]=1)([CH3:3])[CH3:2], predict the reactants needed to synthesize it. The reactants are: [CH:1]([C:4]1[CH:5]=[CH:6][C:7]([N+:11]([O-:13])=O)=[C:8]([CH:10]=1)[NH2:9])([CH3:3])[CH3:2].[N:14]#[C:15][NH2:16].[CH]Cl.[OH-].[Na+]. (3) Given the product [C:13]([C:17]1[CH:22]=[CH:21][C:20]([N:23]([C:2]2[CH:7]=[CH:6][C:5]([CH:8]3[O:12][CH2:11][CH2:10][O:9]3)=[CH:4][CH:3]=2)[C:24]2[CH:29]=[CH:28][CH:27]=[CH:26][CH:25]=2)=[CH:19][CH:18]=1)([CH3:16])([CH3:14])[CH3:15], predict the reactants needed to synthesize it. The reactants are: Br[C:2]1[CH:7]=[CH:6][C:5]([CH:8]2[O:12][CH2:11][CH2:10][O:9]2)=[CH:4][CH:3]=1.[C:13]([C:17]1[CH:22]=[CH:21][C:20]([NH:23][C:24]2[CH:29]=[CH:28][CH:27]=[CH:26][CH:25]=2)=[CH:19][CH:18]=1)([CH3:16])([CH3:15])[CH3:14].N#N.ClP(C(C)(C)C)C(C)(C)C. (4) The reactants are: C1(C(C2C=CC=CC=2)([C@H]2CCCN2)O)C=CC=CC=1.B([O-])([O-])[O-].B.C(N(CC)C1C=CC=CC=1)C.[Cl:36][C:37]1[CH:42]=[CH:41][C:40]([C:43](=[O:58])[CH2:44][CH2:45][C:46]([C:48]2[CH:53]=[CH:52][C:51]([Cl:54])=[C:50]([N+:55]([O-:57])=[O:56])[CH:49]=2)=[O:47])=[CH:39][C:38]=1[N+:59]([O-:61])=[O:60]. Given the product [Cl:36][C:37]1[CH:42]=[CH:41][C:40]([C@@H:43]([OH:58])[CH2:44][CH2:45][C@@H:46]([C:48]2[CH:53]=[CH:52][C:51]([Cl:54])=[C:50]([N+:55]([O-:57])=[O:56])[CH:49]=2)[OH:47])=[CH:39][C:38]=1[N+:59]([O-:61])=[O:60], predict the reactants needed to synthesize it. (5) The reactants are: CO[C:3]([C:5]1[C:6](=[O:17])[O:7][C:8]2[C:13]([C:14]=1[OH:15])=[CH:12][CH:11]=[CH:10][C:9]=2[Cl:16])=[O:4].[Na+].[NH2:19][CH2:20][C:21]([O-:23])=[O:22]. Given the product [Cl:16][C:9]1[CH:10]=[CH:11][CH:12]=[C:13]2[C:8]=1[O:7][C:6](=[O:17])[C:5]([C:3]([NH:19][CH2:20][C:21]([OH:23])=[O:22])=[O:4])=[C:14]2[OH:15], predict the reactants needed to synthesize it. (6) Given the product [Br:36][C:20]1[C:12]2[C:11]3[CH:10]=[CH:9][C:8]([C:7]4[C:2]([F:1])=[C:3]([NH:22][S:23]([CH2:26][CH2:27][CH3:28])(=[O:24])=[O:25])[CH:4]=[CH:5][C:6]=4[F:21])=[CH:17][C:16]=3[CH:15]=[N:14][C:13]=2[NH:18][N:19]=1, predict the reactants needed to synthesize it. The reactants are: [F:1][C:2]1[C:7]([C:8]2[CH:9]=[CH:10][C:11]3[C:12]4[CH:20]=[N:19][NH:18][C:13]=4[N:14]=[CH:15][C:16]=3[CH:17]=2)=[C:6]([F:21])[CH:5]=[CH:4][C:3]=1[NH:22][S:23]([CH2:26][CH2:27][CH3:28])(=[O:25])=[O:24].C1C(=O)N([Br:36])C(=O)C1. (7) Given the product [Br:1][C:2]1[C:6]([CH2:7][Cl:25])=[CH:5][N:4]([C:9]([CH2:12][CH3:13])([CH3:11])[CH3:10])[N:3]=1, predict the reactants needed to synthesize it. The reactants are: [Br:1][C:2]1[C:6]([CH2:7]O)=[CH:5][N:4]([C:9]([CH2:12][CH3:13])([CH3:11])[CH3:10])[N:3]=1.C(N(CC)CC)C.CS([Cl:25])(=O)=O.